This data is from Forward reaction prediction with 1.9M reactions from USPTO patents (1976-2016). The task is: Predict the product of the given reaction. (1) Given the reactants C[O:2][C:3]([C:5]1([NH:12][C:13]([C:15]2[CH:16]=[C:17]([C:23]3[C:28]([F:29])=[CH:27][C:26]([O:30][CH3:31])=[C:25]([Cl:32])[C:24]=3[F:33])[C:18]([O:21][CH3:22])=[CH:19][CH:20]=2)=[O:14])[CH2:10][CH2:9][CH:8]([CH3:11])[CH2:7][CH2:6]1)=[O:4].[OH-].[Na+].O1CCOCC1, predict the reaction product. The product is: [Cl:32][C:25]1[C:24]([F:33])=[C:23]([C:17]2[C:18]([O:21][CH3:22])=[CH:19][CH:20]=[C:15]([C:13]([NH:12][C:5]3([C:3]([OH:4])=[O:2])[CH2:10][CH2:9][CH:8]([CH3:11])[CH2:7][CH2:6]3)=[O:14])[CH:16]=2)[C:28]([F:29])=[CH:27][C:26]=1[O:30][CH3:31]. (2) Given the reactants [CH3:1][O:2][C:3]1[C:4]([O:23][C:24]2[CH:29]=[CH:28][CH:27]=[C:26]([N+:30]([O-])=O)[CH:25]=2)=[N:5][C:6]([NH:9][C:10]2[CH:15]=[CH:14][C:13]([N:16]3[CH2:21][CH2:20][N:19]([CH3:22])[CH2:18][CH2:17]3)=[CH:12][CH:11]=2)=[N:7][CH:8]=1.[H][H], predict the reaction product. The product is: [NH2:30][C:26]1[CH:25]=[C:24]([CH:29]=[CH:28][CH:27]=1)[O:23][C:4]1[C:3]([O:2][CH3:1])=[CH:8][N:7]=[C:6]([NH:9][C:10]2[CH:11]=[CH:12][C:13]([N:16]3[CH2:21][CH2:20][N:19]([CH3:22])[CH2:18][CH2:17]3)=[CH:14][CH:15]=2)[N:5]=1. (3) Given the reactants [CH2:1]1[C:10]2[C:5](=[CH:6][CH:7]=[CH:8][CH:9]=2)[CH2:4][CH2:3][NH:2]1.[Cl:11][CH2:12][CH2:13][CH2:14][C:15](Cl)=[O:16], predict the reaction product. The product is: [Cl:11][CH2:12][CH2:13][CH2:14][C:15]([N:2]1[CH2:3][CH2:4][C:5]2[C:10](=[CH:9][CH:8]=[CH:7][CH:6]=2)[CH2:1]1)=[O:16]. (4) The product is: [CH:10]1([C@@H:16]([NH:18][C:19]([C:21]2[C:30]3[C:25](=[CH:26][CH:27]=[CH:28][CH:29]=3)[N:24]=[C:23]([C:31]3[CH:36]=[CH:35][CH:34]=[CH:33][CH:32]=3)[C:22]=2[CH2:37][N:38]2[CH2:43][CH2:42][N:41]([CH2:2][CH2:3][N:4]3[CH2:9][CH2:8][CH2:7][CH2:6][CH2:5]3)[C:40](=[O:50])[CH2:39]2)=[O:20])[CH3:17])[CH2:15][CH2:14][CH2:13][CH2:12][CH2:11]1. Given the reactants Cl[CH2:2][CH2:3][N:4]1[CH2:9][CH2:8][CH2:7][CH2:6][CH2:5]1.[CH:10]1([C@@H:16]([NH:18][C:19]([C:21]2[C:30]3[C:25](=[CH:26][CH:27]=[CH:28][CH:29]=3)[N:24]=[C:23]([C:31]3[CH:36]=[CH:35][CH:34]=[CH:33][CH:32]=3)[C:22]=2[CH2:37][N:38]2[CH2:43][CH2:42][N:41](C3C=CC=CC=3)[C:40](=[O:50])[CH2:39]2)=[O:20])[CH3:17])[CH2:15][CH2:14][CH2:13][CH2:12][CH2:11]1, predict the reaction product. (5) Given the reactants [Cl:1][C:2]1[C:7]([C:8]#[N:9])=[CH:6][N:5]=[C:4]2[S:10][C:11]([C:13]3[CH:18]=[CH:17][CH:16]=[CH:15][CH:14]=3)=[CH:12][C:3]=12.[NH2:19][C:20]1[CH:28]=[C:27]2[C:23]([CH:24]=[CH:25][NH:26]2)=[CH:22][CH:21]=1, predict the reaction product. The product is: [ClH:1].[NH:26]1[C:27]2[C:23](=[CH:22][CH:21]=[C:20]([NH:19][C:2]3[C:7]([C:8]#[N:9])=[CH:6][N:5]=[C:4]4[S:10][C:11]([C:13]5[CH:18]=[CH:17][CH:16]=[CH:15][CH:14]=5)=[CH:12][C:3]=34)[CH:28]=2)[CH:24]=[CH:25]1. (6) Given the reactants [NH2:1][CH:2]([CH3:28])[C:3]([NH:5][C:6]1[N:7]([C:24]([CH3:27])([CH3:26])[CH3:25])[N:8]=[C:9]([C:11]2([C:18]3[CH:23]=[CH:22][CH:21]=[CH:20][CH:19]=3)[CH2:16][CH2:15][N:14]([CH3:17])[CH2:13][CH2:12]2)[CH:10]=1)=[O:4].[F:29][C:30]1[CH:31]=[C:32]([CH:38]=[C:39]([F:41])[CH:40]=1)[C@H:33]([OH:37])[C:34](O)=[O:35].C1C=CC2N(O)N=NC=2C=1.CN1CCOCC1.CCN=C=NCCCN(C)C.Cl, predict the reaction product. The product is: [C:24]([N:7]1[C:6]([NH:5][C:3](=[O:4])[CH:2]([NH:1][C:34](=[O:35])[CH:33]([C:32]2[CH:38]=[C:39]([F:41])[CH:40]=[C:30]([F:29])[CH:31]=2)[OH:37])[CH3:28])=[CH:10][C:9]([C:11]2([C:18]3[CH:19]=[CH:20][CH:21]=[CH:22][CH:23]=3)[CH2:12][CH2:13][N:14]([CH3:17])[CH2:15][CH2:16]2)=[N:8]1)([CH3:27])([CH3:26])[CH3:25]. (7) Given the reactants [F:1][C:2]1[C:7]([O:8][CH3:9])=[CH:6][C:5]([O:10][CH3:11])=[CH:4][C:3]=1[C:12]1[C:21]2[N:20]=[CH:19][CH:18]=[N:17][C:16]=2[C:15]([C:22]([OH:24])=O)=[CH:14][CH:13]=1.Cl.[CH2:26]([N:28]1[CH2:33][CH2:32][N:31]([CH2:34][C:35]2[CH:36]=[CH:37][C:38]([NH2:41])=[N:39][CH:40]=2)[CH2:30][CH2:29]1)[CH3:27], predict the reaction product. The product is: [CH2:26]([N:28]1[CH2:29][CH2:30][N:31]([CH2:34][C:35]2[CH:36]=[CH:37][C:38]([NH:41][C:22]([C:15]3[C:16]4[N:17]=[CH:18][CH:19]=[N:20][C:21]=4[C:12]([C:3]4[CH:4]=[C:5]([O:10][CH3:11])[CH:6]=[C:7]([O:8][CH3:9])[C:2]=4[F:1])=[CH:13][CH:14]=3)=[O:24])=[N:39][CH:40]=2)[CH2:32][CH2:33]1)[CH3:27]. (8) Given the reactants Cl[C:2]1[CH:7]=[C:6]([N:8]2[CH2:13][CH2:12][CH2:11][CH2:10][CH2:9]2)[N:5]=[C:4]([N:14]2[CH2:19][CH2:18][N:17]([C:20]3[C:25]([C:26]([F:29])([F:28])[F:27])=[CH:24][CH:23]=[CH:22][N:21]=3)[CH2:16][CH2:15]2)[N:3]=1.[NH2:30][C:31]1[CH:36]=[CH:35][C:34]([CH3:37])=[CH:33][CH:32]=1.CC(C)([O-])C.[Na+], predict the reaction product. The product is: [CH3:37][C:34]1[CH:35]=[CH:36][C:31]([NH:30][C:2]2[CH:7]=[C:6]([N:8]3[CH2:9][CH2:10][CH2:11][CH2:12][CH2:13]3)[N:5]=[C:4]([N:14]3[CH2:19][CH2:18][N:17]([C:20]4[C:25]([C:26]([F:27])([F:28])[F:29])=[CH:24][CH:23]=[CH:22][N:21]=4)[CH2:16][CH2:15]3)[N:3]=2)=[CH:32][CH:33]=1. (9) Given the reactants [C:1]([O:5][C:6](=[O:20])[NH:7][C@@H:8]([C:11]1[CH:16]=[CH:15][C:14]([Cl:17])=[C:13]([OH:18])[C:12]=1[F:19])[CH2:9][CH3:10])([CH3:4])([CH3:3])[CH3:2].[C:21]([C:23]1[CH:28]=[CH:27][C:26](B(O)O)=[CH:25][CH:24]=1)#[N:22].N1C=CC=CC=1, predict the reaction product. The product is: [C:1]([O:5][C:6](=[O:20])[NH:7][C@@H:8]([C:11]1[CH:16]=[CH:15][C:14]([Cl:17])=[C:13]([O:18][C:26]2[CH:27]=[CH:28][C:23]([C:21]#[N:22])=[CH:24][CH:25]=2)[C:12]=1[F:19])[CH2:9][CH3:10])([CH3:2])([CH3:3])[CH3:4].